Dataset: Full USPTO retrosynthesis dataset with 1.9M reactions from patents (1976-2016). Task: Predict the reactants needed to synthesize the given product. (1) Given the product [OH:1][CH:2]1[CH2:11][CH2:10][C:9]2[CH:8]=[C:7]([C@H:12]3[CH2:21][CH2:20][C@@:14]4([NH:18][C:17](=[O:19])[O:16][CH2:15]4)[CH2:13]3)[CH:6]=[CH:5][C:4]=2[CH2:3]1, predict the reactants needed to synthesize it. The reactants are: [O:1]=[C:2]1[CH2:11][CH2:10][C:9]2[CH:8]=[C:7]([C@H:12]3[CH2:21][CH2:20][C@@:14]4([NH:18][C:17](=[O:19])[O:16][CH2:15]4)[CH2:13]3)[CH:6]=[CH:5][C:4]=2[CH2:3]1.[BH4-].[Na+]. (2) Given the product [CH3:30][O:28][C:26](=[O:27])[CH2:25][O:23][C:21]1[N:20]=[CH:19][C:16]2[C:17]3[N:11]([CH2:12][CH2:13][O:14][C:15]=2[CH:22]=1)[CH:10]=[C:9]([C:8]1[N:4]([CH:1]([CH3:3])[CH3:2])[N:5]=[CH:6][N:7]=1)[N:18]=3, predict the reactants needed to synthesize it. The reactants are: [CH:1]([N:4]1[C:8]([C:9]2[N:18]=[C:17]3[N:11]([CH2:12][CH2:13][O:14][C:15]4[CH:22]=[C:21]([OH:23])[N:20]=[CH:19][C:16]=43)[CH:10]=2)=[N:7][CH:6]=[N:5]1)([CH3:3])[CH3:2].C[CH:25](O)[C:26]([O-:28])=[O:27].[CH3:30]O. (3) Given the product [F:35][C:20]1[CH:19]=[C:18]([C:11]2[S:12][C:8]([CH2:2][CH2:3][CH2:4][CH2:5][CH2:6][CH3:7])=[CH:9][CH:10]=2)[CH:23]=[CH:22][C:21]=1[C:24]1[CH:29]=[CH:28][C:27]([CH2:30][CH2:31][CH2:32][CH2:33][CH3:34])=[CH:26][CH:25]=1, predict the reactants needed to synthesize it. The reactants are: [Na+].[CH2:2]([C:8]1[S:12][C:11](OB(O)[O-])=[CH:10][CH:9]=1)[CH2:3][CH2:4][CH2:5][CH2:6][CH3:7].Br[C:18]1[CH:23]=[CH:22][C:21]([C:24]2[CH:29]=[CH:28][C:27]([CH2:30][CH2:31][CH2:32][CH2:33][CH3:34])=[CH:26][CH:25]=2)=[C:20]([F:35])[CH:19]=1.C(=O)([O-])O.[Na+].